From a dataset of Forward reaction prediction with 1.9M reactions from USPTO patents (1976-2016). Predict the product of the given reaction. (1) Given the reactants FC(F)(F)C([O-])=O.[Br:8][C:9]1[CH:30]=[CH:29][C:12]([CH2:13][C:14]2[CH:15]=[N:16][C:17]3[N:18]([N:20]=[CH:21][C:22]=3[C:23]([NH:25][CH2:26][CH2:27][NH3+:28])=[O:24])[CH:19]=2)=[CH:11][CH:10]=1.[C:31](O)(=[O:34])[CH2:32][OH:33].CN(C(ON1N=NC2C=CC=CC1=2)=[N+](C)C)C.[B-](F)(F)(F)F.C(N(CC)CC)C, predict the reaction product. The product is: [Br:8][C:9]1[CH:10]=[CH:11][C:12]([CH2:13][C:14]2[CH:15]=[N:16][C:17]3[N:18]([N:20]=[CH:21][C:22]=3[C:23]([NH:25][CH2:26][CH2:27][NH:28][C:32](=[O:33])[CH2:31][OH:34])=[O:24])[CH:19]=2)=[CH:29][CH:30]=1. (2) The product is: [CH3:12][O:13][C:14](=[O:26])[CH2:15][N:16]([S:8]([C:5]1[CH:6]=[CH:7][C:2]([OH:1])=[CH:3][CH:4]=1)(=[O:10])=[O:9])[CH2:17][C:18]1[CH:19]=[CH:20][C:21]([O:24][CH3:25])=[CH:22][CH:23]=1. Given the reactants [OH:1][C:2]1[CH:7]=[CH:6][C:5]([S:8](Cl)(=[O:10])=[O:9])=[CH:4][CH:3]=1.[CH3:12][O:13][C:14](=[O:26])[CH2:15][NH:16][CH2:17][C:18]1[CH:23]=[CH:22][C:21]([O:24][CH3:25])=[CH:20][CH:19]=1.C(N(CC)CC)C.Cl, predict the reaction product. (3) Given the reactants C([O:9][CH2:10][CH2:11][N:12]1[C:20]2[C:19](Cl)=[N:18][CH:17]=[N:16][C:15]=2[CH:14]=[CH:13]1)(=O)C1C=CC=CC=1.[NH2:22][C:23]1[CH:44]=[CH:43][C:26]([O:27][C:28]2[CH:29]=[C:30]([C:34](=[O:42])[CH2:35][C:36]3[CH:41]=[CH:40][CH:39]=[CH:38][CH:37]=3)[CH:31]=[CH:32][CH:33]=2)=[C:25]([Cl:45])[CH:24]=1.C(O)(C)C.[OH-].[Na+], predict the reaction product. The product is: [Cl:45][C:25]1[CH:24]=[C:23]([NH:22][C:19]2[C:20]3[N:12]([CH2:11][CH2:10][OH:9])[CH:13]=[CH:14][C:15]=3[N:16]=[CH:17][N:18]=2)[CH:44]=[CH:43][C:26]=1[O:27][C:28]1[CH:29]=[C:30]([C:34](=[O:42])[CH2:35][C:36]2[CH:41]=[CH:40][CH:39]=[CH:38][CH:37]=2)[CH:31]=[CH:32][CH:33]=1. (4) Given the reactants [C:1]([O:5][C:6]([N:8]1[CH2:12][C@@H:11]([CH2:13][NH:14][CH:15]2[CH2:17][CH2:16]2)[C@H:10]([CH2:18][C:19]2[CH:24]=[CH:23][CH:22]=[CH:21][CH:20]=2)[CH2:9]1)=[O:7])([CH3:4])([CH3:3])[CH3:2].[O:25]=[C:26]1[CH2:35][CH:34]([C:36](O)=[O:37])[C:33]2[C:28](=[CH:29][CH:30]=[CH:31][CH:32]=2)[NH:27]1, predict the reaction product. The product is: [C:1]([O:5][C:6]([N:8]1[CH2:12][C@@H:11]([CH2:13][N:14]([CH:15]2[CH2:17][CH2:16]2)[C:36]([CH:34]2[C:33]3[C:28](=[CH:29][CH:30]=[CH:31][CH:32]=3)[NH:27][C:26](=[O:25])[CH2:35]2)=[O:37])[C@H:10]([CH2:18][C:19]2[CH:20]=[CH:21][CH:22]=[CH:23][CH:24]=2)[CH2:9]1)=[O:7])([CH3:4])([CH3:2])[CH3:3].